Dataset: Forward reaction prediction with 1.9M reactions from USPTO patents (1976-2016). Task: Predict the product of the given reaction. (1) Given the reactants [NH2:1][C:2]1[C:7]([C:8]#N)=[CH:6][N:5]=[C:4]([CH3:10])[N:3]=1.[OH2:11], predict the reaction product. The product is: [NH2:1][C:2]1[C:7]([CH:8]=[O:11])=[CH:6][N:5]=[C:4]([CH3:10])[N:3]=1. (2) Given the reactants [Cl:1][C:2]1[CH:3]=[C:4]([N+:9]([O-:11])=[O:10])[CH:5]=[CH:6][C:7]=1F.[OH:12][C:13]1[CH:14]=[C:15]([C:19]2([C:22]#[N:23])[CH2:21][CH2:20]2)[CH:16]=[CH:17][CH:18]=1.C(=O)([O-])[O-].[K+].[K+], predict the reaction product. The product is: [Cl:1][C:2]1[CH:3]=[C:4]([N+:9]([O-:11])=[O:10])[CH:5]=[CH:6][C:7]=1[O:12][C:13]1[CH:14]=[C:15]([C:19]2([C:22]#[N:23])[CH2:20][CH2:21]2)[CH:16]=[CH:17][CH:18]=1. (3) Given the reactants [CH3:1][O:2][C:3]1[CH:11]=[C:10]2[C:6]([C:7]([C:12](O)=[O:13])=[N:8][NH:9]2)=[CH:5][CH:4]=1.[H-].[H-].[H-].[H-].[Li+].[Al+3].[NH4+].[Cl-], predict the reaction product. The product is: [CH3:1][O:2][C:3]1[CH:11]=[C:10]2[C:6]([C:7]([CH:12]=[O:13])=[N:8][NH:9]2)=[CH:5][CH:4]=1. (4) Given the reactants [F:1][CH:2]([F:20])[C:3]1[N:7]=[CH:6][N:5]([C:8]2[C:9]([CH3:19])=[CH:10][C:11]([CH3:18])=[C:12]([S:14](Cl)(=O)=O)[CH:13]=2)[N:4]=1.Cl, predict the reaction product. The product is: [S:14]([C:12]1[CH:13]=[C:8]([N:5]2[CH:6]=[N:7][C:3]([CH:2]([F:20])[F:1])=[N:4]2)[C:9]([CH3:19])=[CH:10][C:11]=1[CH3:18])[S:14][C:12]1[CH:13]=[C:8]([N:5]2[CH:6]=[N:7][C:3]([CH:2]([F:20])[F:1])=[N:4]2)[C:9]([CH3:19])=[CH:10][C:11]=1[CH3:18].